This data is from Forward reaction prediction with 1.9M reactions from USPTO patents (1976-2016). The task is: Predict the product of the given reaction. (1) Given the reactants [C:1]([O:9][CH2:10][CH3:11])(=[O:8])[CH2:2][C:3]([O:5][CH2:6][CH3:7])=[O:4].CC1C=CC(S(O[CH2:23][C:24]23[CH2:31][CH2:30][C:27]([C:32]4[CH:37]=[CH:36][CH:35]=[C:34]([O:38][C:39]5[CH:44]=[CH:43][CH:42]=[CH:41][CH:40]=5)[CH:33]=4)([CH2:28][CH2:29]2)[O:26][CH2:25]3)(=O)=O)=CC=1.[NH4+].[Cl-], predict the reaction product. The product is: [O:38]([C:34]1[CH:33]=[C:32]([C:27]23[CH2:30][CH2:31][C:24]([CH2:23][CH:2]([C:3]([O:5][CH2:6][CH3:7])=[O:4])[C:1]([O:9][CH2:10][CH3:11])=[O:8])([CH2:29][CH2:28]2)[CH2:25][O:26]3)[CH:37]=[CH:36][CH:35]=1)[C:39]1[CH:40]=[CH:41][CH:42]=[CH:43][CH:44]=1. (2) Given the reactants [CH2:1]([NH2:8])[C:2]1[CH:7]=[CH:6][CH:5]=[CH:4][CH:3]=1.FC(F)(F)S(O[Si](C)(C)C)(=O)=O.[OH-].[Na+].[CH2:23]([S:25][C:26]#[N:27])[CH3:24], predict the reaction product. The product is: [CH2:1]([NH:8][C:26](=[NH:27])[S:25][CH2:23][CH3:24])[C:2]1[CH:7]=[CH:6][CH:5]=[CH:4][CH:3]=1. (3) The product is: [N+:11]([C:4]1[CH:3]=[C:2]([C:16]2[CH:15]=[N:14][CH:19]=[CH:18][CH:17]=2)[C:10]2[O:9][CH2:8][CH2:7][C:6]=2[CH:5]=1)([O-:13])=[O:12]. Given the reactants I[C:2]1[C:10]2[O:9][CH2:8][CH2:7][C:6]=2[CH:5]=[C:4]([N+:11]([O-:13])=[O:12])[CH:3]=1.[N:14]1[CH:19]=[CH:18][CH:17]=[C:16](B(O)O)[CH:15]=1.C(=O)([O-])[O-].[Na+].[Na+], predict the reaction product.